This data is from Forward reaction prediction with 1.9M reactions from USPTO patents (1976-2016). The task is: Predict the product of the given reaction. (1) Given the reactants [F:1][C:2]([F:12])([F:11])[C:3]1[C:4]([CH:9]=O)=[N:5][CH:6]=[CH:7][CH:8]=1.[CH3:13][C:14]([S@@:17]([NH2:19])=[O:18])([CH3:16])[CH3:15], predict the reaction product. The product is: [CH3:13][C:14]([S@@:17](/[N:19]=[CH:9]/[C:4]1[C:3]([C:2]([F:12])([F:11])[F:1])=[CH:8][CH:7]=[CH:6][N:5]=1)=[O:18])([CH3:16])[CH3:15]. (2) Given the reactants [CH3:1][C:2]1[N:3]=[N:4][NH:5][N:6]=1.[Br:7][C:8]1[CH:13]=[CH:12][C:11]([CH3:14])=[CH:10][C:9]=1[CH2:15]Br.C(=O)([O-])[O-].[K+].[K+].O, predict the reaction product. The product is: [Br:7][C:8]1[CH:13]=[CH:12][C:11]([CH3:14])=[CH:10][C:9]=1[CH2:15][N:4]1[N:5]=[N:6][C:2]([CH3:1])=[N:3]1. (3) Given the reactants C[Al](C)C.[CH3:5][O:6][CH2:7][CH2:8][NH2:9].C[O:11][C:12](=O)[C:13]1[CH:18]=[CH:17][C:16]([O:19][CH2:20][C:21]2[C:22]([C:28]3[CH:33]=[CH:32][C:31]([F:34])=[C:30]([F:35])[CH:29]=3)=[N:23][O:24][C:25]=2[CH2:26][OH:27])=[N:15][CH:14]=1, predict the reaction product. The product is: [F:35][C:30]1[CH:29]=[C:28]([C:22]2[C:21]([CH2:20][O:19][C:16]3[CH:17]=[CH:18][C:13]([C:12]([NH:9][CH2:8][CH2:7][O:6][CH3:5])=[O:11])=[CH:14][N:15]=3)=[C:25]([CH2:26][OH:27])[O:24][N:23]=2)[CH:33]=[CH:32][C:31]=1[F:34]. (4) Given the reactants [CH2:1]([S:3]([C:6]1[CH:11]=[CH:10][C:9](F)=[CH:8][CH:7]=1)(=[O:5])=[O:4])[CH3:2].[Cl:13][C:14]1[C:22]2[N:21]=[C:20]([CH3:23])[N:19]([C:24]3[CH:25]=[C:26]([OH:30])[CH:27]=[CH:28][CH:29]=3)[C:18]=2[CH:17]=[CH:16][CH:15]=1, predict the reaction product. The product is: [Cl:13][C:14]1[C:22]2[N:21]=[C:20]([CH3:23])[N:19]([C:24]3[CH:29]=[CH:28][CH:27]=[C:26]([O:30][C:9]4[CH:10]=[CH:11][C:6]([S:3]([CH2:1][CH3:2])(=[O:5])=[O:4])=[CH:7][CH:8]=4)[CH:25]=3)[C:18]=2[CH:17]=[CH:16][CH:15]=1. (5) Given the reactants [O:1]=[C:2]1[CH:7]([N:8]2[CH2:16][C:15]3[C:10](=[CH:11][CH:12]=[C:13]([CH2:17][NH:18]C(=O)C(C4C=C(C=CC=4)OCCN(C)C(=O)OC(C)(C)C)(F)F)[CH:14]=3)[C:9]2=[O:42])[CH2:6][CH2:5][C:4](=[O:43])[NH:3]1.[ClH:44], predict the reaction product. The product is: [ClH:44].[NH2:18][CH2:17][C:13]1[CH:14]=[C:15]2[C:10](=[CH:11][CH:12]=1)[C:9](=[O:42])[N:8]([CH:7]1[CH2:6][CH2:5][C:4](=[O:43])[NH:3][C:2]1=[O:1])[CH2:16]2. (6) Given the reactants [CH:1](=[N:8][S:9]([C:12]1[CH:17]=[CH:16][CH:15]=[CH:14][CH:13]=1)(=[O:11])=[O:10])[C:2]1[CH:7]=[CH:6][CH:5]=[CH:4][CH:3]=1.C(=O)(O)[O-:19].[Na+].ClC1C=CC=C(C(OO)=O)C=1, predict the reaction product. The product is: [C:12]1([S:9]([N:8]2[CH:1]([C:2]3[CH:3]=[CH:4][CH:5]=[CH:6][CH:7]=3)[O:19]2)(=[O:10])=[O:11])[CH:17]=[CH:16][CH:15]=[CH:14][CH:13]=1. (7) Given the reactants [Br:1][C:2]1[CH:8]=[CH:7][C:5]([NH2:6])=[CH:4][C:3]=1[F:9].[C:10]1([CH:16]([C:20](O)=O)C(O)=O)[CH:15]=[CH:14][CH:13]=[CH:12][CH:11]=1.O=P(Cl)(Cl)[Cl:25].[Al].[NH4+].[OH-].[CH2:31]([Cl:33])Cl, predict the reaction product. The product is: [Br:1][C:2]1[CH:8]=[C:7]2[C:5](=[CH:4][C:3]=1[F:9])[N:6]=[C:20]([Cl:25])[C:16]([C:10]1[CH:15]=[CH:14][CH:13]=[CH:12][CH:11]=1)=[C:31]2[Cl:33]. (8) Given the reactants N1C=CC=CC=1.[Si:7]([O:24][CH2:25][C:26]1[C:27]([N:40]2[CH2:45][C@H:44]([CH3:46])[O:43][C@H:42]([CH3:47])[CH2:41]2)=[C:28]([F:39])[C:29]([F:38])=[C:30]([C:32](=O)[C:33]([F:36])([F:35])[F:34])[CH:31]=1)([C:20]([CH3:23])([CH3:22])[CH3:21])([C:14]1[CH:19]=[CH:18][CH:17]=[CH:16][CH:15]=1)[C:8]1[CH:13]=[CH:12][CH:11]=[CH:10][CH:9]=1.Cl.[NH2:49][OH:50], predict the reaction product. The product is: [Si:7]([O:24][CH2:25][C:26]1[C:27]([N:40]2[CH2:41][C@H:42]([CH3:47])[O:43][C@H:44]([CH3:46])[CH2:45]2)=[C:28]([F:39])[C:29]([F:38])=[C:30]([C:32](=[N:49][OH:50])[C:33]([F:36])([F:35])[F:34])[CH:31]=1)([C:20]([CH3:21])([CH3:23])[CH3:22])([C:14]1[CH:15]=[CH:16][CH:17]=[CH:18][CH:19]=1)[C:8]1[CH:13]=[CH:12][CH:11]=[CH:10][CH:9]=1.